This data is from Forward reaction prediction with 1.9M reactions from USPTO patents (1976-2016). The task is: Predict the product of the given reaction. (1) Given the reactants [O:1]=[S:2]1(=[O:18])[N:7]([C:8]2[CH:16]=[CH:15][C:11]([C:12]([OH:14])=O)=[C:10]([F:17])[CH:9]=2)[CH2:6][CH2:5][O:4][CH2:3]1.[Cl:19][C:20]1[CH:26]=[CH:25][C:23]([NH2:24])=[CH:22][C:21]=1[C:27]1[C:36]2[C:31](=[CH:32][CH:33]=[CH:34][CH:35]=2)[CH:30]=[CH:29][N:28]=1.CN(C(ON1N=NC2C=CC=NC1=2)=[N+](C)C)C.F[P-](F)(F)(F)(F)F.CCN(C(C)C)C(C)C, predict the reaction product. The product is: [Cl:19][C:20]1[CH:26]=[CH:25][C:23]([NH:24][C:12](=[O:14])[C:11]2[CH:15]=[CH:16][C:8]([N:7]3[CH2:6][CH2:5][O:4][CH2:3][S:2]3(=[O:1])=[O:18])=[CH:9][C:10]=2[F:17])=[CH:22][C:21]=1[C:27]1[C:36]2[C:31](=[CH:32][CH:33]=[CH:34][CH:35]=2)[CH:30]=[CH:29][N:28]=1. (2) Given the reactants F[C:2]1[CH:7]=[CH:6][C:5]([N+:8]([O-:10])=[O:9])=[C:4]([O:11][CH3:12])[CH:3]=1.[CH3:13][N:14]([CH3:21])[CH:15]1[CH2:20][CH2:19][NH:18][CH2:17][CH2:16]1.C(N(C(C)C)C(C)C)C, predict the reaction product. The product is: [CH3:12][O:11][C:4]1[CH:3]=[C:2]([N:18]2[CH2:19][CH2:20][CH:15]([N:14]([CH3:21])[CH3:13])[CH2:16][CH2:17]2)[CH:7]=[CH:6][C:5]=1[N+:8]([O-:10])=[O:9]. (3) Given the reactants CC([O:4][C@H:5]1[C:14]2[C@@:15]3([CH3:30])[C@@H:26]([CH2:27][O:28][CH3:29])[O:25][C:23](=[O:24])[C:17]4=[CH:18][O:19][C:20]([C:21](=[O:22])[C:13]=2[C@@H:8]2[CH2:9][CH2:10][C@H:11]([OH:12])[C@@:7]2([CH3:31])[CH2:6]1)=[C:16]34)=O.[CH2:32]([NH:34][CH2:35][CH3:36])[CH3:33], predict the reaction product. The product is: [CH2:32]([N:34](/[CH:18]=[C:17]1/[C:23](=[O:24])[O:25][C@H:26]([CH2:27][O:28][CH3:29])[C@@:15]2([CH3:30])[C:16]/1=[C:20]([OH:19])[C:21](=[O:22])[C:13]1[C@H:8]3[C@:7]([CH3:31])([CH2:6][C@@H:5]([OH:4])[C:14]2=1)[C@@H:11]([OH:12])[CH2:10][CH2:9]3)[CH2:35][CH3:36])[CH3:33].